Dataset: Full USPTO retrosynthesis dataset with 1.9M reactions from patents (1976-2016). Task: Predict the reactants needed to synthesize the given product. Given the product [Cl:19][C:20]1[CH:25]=[CH:24][C:23]([NH:26][C:27]([NH:15][C:14]2[CH:16]=[CH:17][CH:18]=[C:12]([C:10]3[CH:9]=[CH:8][CH:7]=[C:6]([N:1]4[CH2:5][CH2:4][CH2:3][CH2:2]4)[N:11]=3)[CH:13]=2)=[O:28])=[CH:22][CH:21]=1, predict the reactants needed to synthesize it. The reactants are: [N:1]1([C:6]2[N:11]=[C:10]([C:12]3[CH:13]=[C:14]([CH:16]=[CH:17][CH:18]=3)[NH2:15])[CH:9]=[CH:8][CH:7]=2)[CH2:5][CH2:4][CH2:3][CH2:2]1.[Cl:19][C:20]1[CH:25]=[CH:24][C:23]([N:26]=[C:27]=[O:28])=[CH:22][CH:21]=1.